Regression. Given a peptide amino acid sequence and an MHC pseudo amino acid sequence, predict their binding affinity value. This is MHC class I binding data. From a dataset of Peptide-MHC class I binding affinity with 185,985 pairs from IEDB/IMGT. (1) The peptide sequence is VSYAAAAAY. The MHC is SLA-30401 with pseudo-sequence SLA-30401. The binding affinity (normalized) is 0.0847. (2) The peptide sequence is DGFGVHLAF. The MHC is HLA-A80:01 with pseudo-sequence HLA-A80:01. The binding affinity (normalized) is 0.0847. (3) The MHC is HLA-A02:03 with pseudo-sequence HLA-A02:03. The peptide sequence is TVQEFIFSA. The binding affinity (normalized) is 0.463. (4) The peptide sequence is AVDLSHFLR. The MHC is HLA-B07:02 with pseudo-sequence HLA-B07:02. The binding affinity (normalized) is 0.136. (5) The peptide sequence is RPLMKNTYL. The MHC is HLA-A26:01 with pseudo-sequence HLA-A26:01. The binding affinity (normalized) is 0.0847. (6) The binding affinity (normalized) is 0.0847. The MHC is HLA-A30:01 with pseudo-sequence HLA-A30:01. The peptide sequence is EVFEIIRSY. (7) The peptide sequence is TCQGSEDIK. The MHC is HLA-A31:01 with pseudo-sequence HLA-A31:01. The binding affinity (normalized) is 0. (8) The peptide sequence is RRFDTFKAF. The MHC is HLA-A31:01 with pseudo-sequence HLA-A31:01. The binding affinity (normalized) is 0.0847.